From a dataset of Reaction yield outcomes from USPTO patents with 853,638 reactions. Predict the reaction yield, written as a fraction of the theoretical maximum amount of product (1.0 means a 100% yield; for example, 0.34 means a 34% yield). (1) The reactants are [N:1]([C:4]1[CH:11]=[CH:10][C:7]([C:8]#[N:9])=[C:6]([C:12]([F:15])([F:14])[F:13])[CH:5]=1)=[C:2]=[S:3].[CH3:16][C:17]([NH:21][C:22]1[CH:27]=[CH:26][CH:25]=[CH:24][CH:23]=1)([CH3:20])[C:18]#N.C[OH:29].Cl. The catalyst is CN(C=O)C.O. The product is [C:22]1([N:21]2[C:17]([CH3:16])([CH3:20])[C:18](=[O:29])[N:1]([C:4]3[CH:11]=[CH:10][C:7]([C:8]#[N:9])=[C:6]([C:12]([F:13])([F:15])[F:14])[CH:5]=3)[C:2]2=[S:3])[CH:27]=[CH:26][CH:25]=[CH:24][CH:23]=1. The yield is 0.710. (2) The reactants are [NH2:1][CH2:2][C:3]1[CH:4]=[C:5]([S:9][C:10]2[CH:15]=[CH:14][N:13]=[C:12]([NH:16][C:17]3[CH:22]=[CH:21][C:20]([N:23]4[CH2:28][CH2:27][O:26][CH2:25][CH2:24]4)=[CH:19][CH:18]=3)[N:11]=2)[CH:6]=[CH:7][CH:8]=1.[C:29](O)(=[O:32])[CH:30]=[CH2:31]. No catalyst specified. The product is [O:26]1[CH2:25][CH2:24][N:23]([C:20]2[CH:19]=[CH:18][C:17]([NH:16][C:12]3[N:11]=[C:10]([S:9][C:5]4[CH:4]=[C:3]([CH:8]=[CH:7][CH:6]=4)[CH2:2][NH:1][C:29](=[O:32])[CH:30]=[CH2:31])[CH:15]=[CH:14][N:13]=3)=[CH:22][CH:21]=2)[CH2:28][CH2:27]1. The yield is 0.310. (3) The reactants are [CH3:1][O:2][C:3]1[CH:4]=[C:5]2[C:10](=[CH:11][C:12]=1[O:13][CH3:14])[N:9]=[CH:8][CH:7]=[C:6]2[O:15][C:16]1[CH:21]=[CH:20][C:19]([C:22]2[CH:23]=[N:24][C:25]([NH:28][C:29]3[CH:34]=[CH:33][CH:32]=[CH:31][CH:30]=3)=[N:26][CH:27]=2)=[CH:18][C:17]=1[F:35].[H-].[Na+].[CH3:38]N(C=O)C. No catalyst specified. The product is [CH3:1][O:2][C:3]1[CH:4]=[C:5]2[C:10](=[CH:11][C:12]=1[O:13][CH3:14])[N:9]=[CH:8][CH:7]=[C:6]2[O:15][C:16]1[CH:21]=[CH:20][C:19]([C:22]2[CH:27]=[N:26][C:25]([N:28]([CH3:38])[C:29]3[CH:30]=[CH:31][CH:32]=[CH:33][CH:34]=3)=[N:24][CH:23]=2)=[CH:18][C:17]=1[F:35]. The yield is 0.890. (4) The reactants are [NH2:1][CH:2]([CH2:5][CH2:6][CH:7]([OH:17])[CH2:8][NH:9][C:10]([O:12][C:13]([CH3:16])([CH3:15])[CH3:14])=[O:11])[CH2:3][OH:4].C([O-])([O-])=[O:19].[Na+].[Na+].[C:24](ON1C(=O)CCC1=O)([O:26][CH2:27][CH:28]1[C:40]2[C:35](=[CH:36][CH:37]=[CH:38][CH:39]=2)[C:34]2[C:29]1=[CH:30][CH:31]=[CH:32][CH:33]=2)=[O:25]. The catalyst is O.O1CCOCC1. The product is [CH:30]1[C:29]2[CH:28]([CH2:27][O:26][C:24](=[O:25])[NH:1][CH:2]([C:3]([OH:19])=[O:4])[CH2:5][CH2:6][CH:7]([OH:17])[CH2:8][NH:9][C:10](=[O:11])[O:12][C:13]([CH3:14])([CH3:16])[CH3:15])[C:40]3[C:35](=[CH:36][CH:37]=[CH:38][CH:39]=3)[C:34]=2[CH:33]=[CH:32][CH:31]=1. The yield is 0.610. (5) The reactants are [C:1]([C:5]1[O:6][C:7]2[C:13]([S:14](Cl)(=[O:16])=[O:15])=[C:12]([Cl:18])[CH:11]=[CH:10][C:8]=2[N:9]=1)([CH3:4])([CH3:3])[CH3:2].C(N(CC)CC)C.[CH3:26][N:27]1[CH2:32][CH2:31][NH:30][CH2:29][CH2:28]1. The catalyst is C1COCC1. The product is [C:1]([C:5]1[O:6][C:7]2[C:13]([S:14]([N:30]3[CH2:31][CH2:32][N:27]([CH3:26])[CH2:28][CH2:29]3)(=[O:16])=[O:15])=[C:12]([Cl:18])[CH:11]=[CH:10][C:8]=2[N:9]=1)([CH3:4])([CH3:3])[CH3:2]. The yield is 0.760. (6) The reactants are [CH3:1][O:2][C:3]1[CH:11]=[C:10]2[C:6]([CH2:7][CH2:8][C:9]2=[O:12])=[CH:5][CH:4]=1.[BH4-].[Na+]. The catalyst is C1COCC1.CO.O. The product is [CH3:1][O:2][C:3]1[CH:11]=[C:10]2[C:6]([CH2:7][CH2:8][CH:9]2[OH:12])=[CH:5][CH:4]=1. The yield is 0.980. (7) The reactants are [C:1]([O:5][C:6]([N:8]1[CH2:13][CH2:12][CH:11]([C:14]2[CH:19]=[CH:18][C:17]([CH2:20]O)=[CH:16][CH:15]=2)[CH2:10][CH2:9]1)=[O:7])([CH3:4])([CH3:3])[CH3:2].CCN(C(C)C)C(C)C.CS(Cl)(=O)=O.[NH:36]1[CH2:41][CH2:40][O:39][CH2:38][CH2:37]1. The catalyst is C(Cl)Cl.CCOC(C)=O. The product is [C:1]([O:5][C:6]([N:8]1[CH2:13][CH2:12][CH:11]([C:14]2[CH:19]=[CH:18][C:17]([CH2:20][N:36]3[CH2:41][CH2:40][O:39][CH2:38][CH2:37]3)=[CH:16][CH:15]=2)[CH2:10][CH2:9]1)=[O:7])([CH3:4])([CH3:3])[CH3:2]. The yield is 0.940.